This data is from Catalyst prediction with 721,799 reactions and 888 catalyst types from USPTO. The task is: Predict which catalyst facilitates the given reaction. (1) Reactant: [F:1][C:2]([F:12])([F:11])[O:3][C:4]1[CH:10]=[CH:9][CH:8]=[CH:7][C:5]=1[NH2:6].[H-].[Na+].Cl[C:16]([O:18][CH2:19][CH3:20])=[O:17].O. Product: [CH2:19]([O:18][C:16](=[O:17])[NH:6][C:5]1[CH:7]=[CH:8][CH:9]=[CH:10][C:4]=1[O:3][C:2]([F:11])([F:12])[F:1])[CH3:20]. The catalyst class is: 57. (2) Reactant: Cl[S:2]([C:5]1[CH:6]=[C:7]([CH:11]=[CH:12][CH:13]=1)[C:8](Cl)=[O:9])(=[O:4])=[O:3].[N:14]1([CH:20]2[CH2:25][CH2:24][NH:23][CH2:22][CH2:21]2)[CH2:19][CH2:18][CH2:17][CH2:16][CH2:15]1.C(=O)([O-])[O-].[Na+].[Na+].[F:32][C:33]1[CH:39]=[CH:38][C:36]([NH2:37])=[CH:35][CH:34]=1. Product: [N:14]1([CH:20]2[CH2:25][CH2:24][N:23]([C:8]([C:7]3[CH:6]=[C:5]([S:2]([NH:37][C:36]4[CH:38]=[CH:39][C:33]([F:32])=[CH:34][CH:35]=4)(=[O:4])=[O:3])[CH:13]=[CH:12][CH:11]=3)=[O:9])[CH2:22][CH2:21]2)[CH2:19][CH2:18][CH2:17][CH2:16][CH2:15]1. The catalyst class is: 98. (3) Product: [F:1][C:2]1[CH:3]=[CH:4][C:5]([O:39][CH3:40])=[C:6]([C:8]2[CH:13]=[CH:12][N:11]=[C:10]3[N:14]([S:30]([C:33]4[CH:34]=[CH:35][CH:36]=[CH:37][CH:38]=4)(=[O:32])=[O:31])[C:15]([C:17]4[CH2:22][CH2:21][NH:20][CH2:19][CH:18]=4)=[CH:16][C:9]=23)[CH:7]=1. Reactant: [F:1][C:2]1[CH:3]=[CH:4][C:5]([O:39][CH3:40])=[C:6]([C:8]2[CH:13]=[CH:12][N:11]=[C:10]3[N:14]([S:30]([C:33]4[CH:38]=[CH:37][CH:36]=[CH:35][CH:34]=4)(=[O:32])=[O:31])[C:15]([C:17]4[CH2:22][CH2:21][N:20](C(OC(C)(C)C)=O)[CH2:19][CH:18]=4)=[CH:16][C:9]=23)[CH:7]=1.FC(F)(F)C(O)=O. The catalyst class is: 4. (4) Reactant: [NH:1]1[C:9]2[C:4](=[CH:5][CH:6]=[C:7]([OH:10])[CH:8]=2)[CH:3]=[N:2]1.[Cl:11][C:12]1[CH:17]=[C:16]([N+:18]([O-:20])=[O:19])[CH:15]=[CH:14][C:13]=1F.C(=O)([O-])[O-].[K+].[K+].CN(C)C=O. Product: [Cl:11][C:12]1[CH:17]=[C:16]([N+:18]([O-:20])=[O:19])[CH:15]=[CH:14][C:13]=1[O:10][C:7]1[CH:8]=[C:9]2[C:4]([CH:3]=[N:2][NH:1]2)=[CH:5][CH:6]=1. The catalyst class is: 6.